From a dataset of Forward reaction prediction with 1.9M reactions from USPTO patents (1976-2016). Predict the product of the given reaction. (1) Given the reactants [CH2:1]([C:5]1([CH3:53])[CH2:10][CH2:9][N:8]([C:11]2[N:16]3[N:17]=[C:18]([C:20]4[S:21][C:22]([CH2:25][C:26]5[CH:31]=[CH:30][CH:29]=[CH:28][C:27]=5B5OC(C)(C)C(C)(C)O5)=[CH:23][N:24]=4)[CH:19]=[C:15]3[N:14]=[C:13]([CH3:41])[C:12]=2[C@H:42]([O:48][C:49]([CH3:52])([CH3:51])[CH3:50])[C:43]([O:45][CH2:46][CH3:47])=[O:44])[CH2:7][CH2:6]1)[CH2:2][CH:3]=[CH2:4].[OH:54]OS([O-])=O.[K+].S([O-])([O-])(=O)=S.[Na+].[Na+], predict the reaction product. The product is: [CH2:1]([C:5]1([CH3:53])[CH2:6][CH2:7][N:8]([C:11]2[N:16]3[N:17]=[C:18]([C:20]4[S:21][C:22]([CH2:25][C:26]5[CH:31]=[CH:30][CH:29]=[CH:28][C:27]=5[OH:54])=[CH:23][N:24]=4)[CH:19]=[C:15]3[N:14]=[C:13]([CH3:41])[C:12]=2[C@H:42]([O:48][C:49]([CH3:50])([CH3:52])[CH3:51])[C:43]([O:45][CH2:46][CH3:47])=[O:44])[CH2:9][CH2:10]1)[CH2:2][CH:3]=[CH2:4]. (2) Given the reactants C([Li])CCC.[CH3:6][C:7]1[N:8]=[CH:9][S:10][CH:11]=1.[Cl:12][CH2:13][C:14](N1CCOCC1)=[O:15], predict the reaction product. The product is: [Cl:12][CH2:13][C:14]([C:9]1[S:10][CH:11]=[C:7]([CH3:6])[N:8]=1)=[O:15]. (3) Given the reactants C(=O)([O-])O.[K+].Br[CH2:7][C:8]1[O:9][C:10](=[O:14])[O:11][C:12]=1[CH3:13].[C:15]1([S:21]([NH:24][C:25]2[CH:26]=[C:27]([C@@H:31]([OH:51])[CH2:32][NH:33][C:34]([CH3:50])([CH3:49])[CH2:35][CH2:36][N:37]3[C:45]4[C:40](=[CH:41][C:42]([C:46]([OH:48])=[O:47])=[CH:43][CH:44]=4)[CH:39]=[CH:38]3)[CH:28]=[CH:29][CH:30]=2)(=[O:23])=[O:22])[CH:20]=[CH:19][CH:18]=[CH:17][CH:16]=1, predict the reaction product. The product is: [C:15]1([S:21]([NH:24][C:25]2[CH:26]=[C:27]([C@@H:31]([OH:51])[CH2:32][NH:33][C:34]([CH3:49])([CH3:50])[CH2:35][CH2:36][N:37]3[C:45]4[C:40](=[CH:41][C:42]([C:46]([O:48][CH2:7][C:8]5[O:9][C:10](=[O:14])[O:11][C:12]=5[CH3:13])=[O:47])=[CH:43][CH:44]=4)[CH:39]=[CH:38]3)[CH:28]=[CH:29][CH:30]=2)(=[O:23])=[O:22])[CH:20]=[CH:19][CH:18]=[CH:17][CH:16]=1. (4) Given the reactants [CH3:1][N:2]1[CH2:7][CH2:6][N:5]([C:8]2[CH:13]=[CH:12][C:11]([N+:14]([O-:16])=[O:15])=[CH:10][C:9]=2[NH:17][C:18](=[O:20])[CH3:19])[CH2:4][CH2:3]1.[H-].[Na+].[CH3:23]I.[Cl-].[NH4+], predict the reaction product. The product is: [CH3:23][N:17]([C:9]1[CH:10]=[C:11]([N+:14]([O-:16])=[O:15])[CH:12]=[CH:13][C:8]=1[N:5]1[CH2:6][CH2:7][N:2]([CH3:1])[CH2:3][CH2:4]1)[C:18](=[O:20])[CH3:19]. (5) The product is: [CH:17]([NH:20][S:21]([C:24]1[CH:25]=[C:26]2[C:30](=[CH:31][CH:32]=1)[NH:29][C:28](=[O:33])[C:27]2=[CH:1][C:3]1[NH:4][C:5]2[CH2:6][CH2:7][CH2:8][CH2:9][C:10]=2[C:11]=1[CH2:12][CH2:16][C:40]([OH:43])=[O:42])(=[O:23])=[O:22])([CH3:19])[CH3:18]. Given the reactants [CH:1]([C:3]1[NH:4][C:5]2[CH2:6][CH2:7][CH2:8][CH2:9][C:10]=2[C:11]=1[CH:12]([CH3:16])C(O)=O)=O.[CH:17]([NH:20][S:21]([C:24]1[CH:25]=[C:26]2[C:30](=[CH:31][CH:32]=1)[NH:29][C:28](=[O:33])[CH2:27]2)(=[O:23])=[O:22])([CH3:19])[CH3:18].N1CCCCC1.[C:40]([OH:43])(=[O:42])C, predict the reaction product.